This data is from Reaction yield outcomes from USPTO patents with 853,638 reactions. The task is: Predict the reaction yield, written as a fraction of the theoretical maximum amount of product (1.0 means a 100% yield; for example, 0.34 means a 34% yield). (1) The reactants are [CH3:1][O:2][CH2:3][O:4][C:5]1[CH:10]=[CH:9][CH:8]=[C:7]([CH:11]=[CH:12][CH3:13])[CH:6]=1.C([O-])(O)=O.[Na+].[H][H]. The catalyst is [Pd].CCOC(C)=O.CCO. The product is [CH3:1][O:2][CH2:3][O:4][C:5]1[CH:10]=[CH:9][CH:8]=[C:7]([CH2:11][CH2:12][CH3:13])[CH:6]=1. The yield is 1.00. (2) The reactants are C[O:2][C:3]1[CH:4]=[C:5]2[C:10](=[CH:11][CH:12]=1)[CH:9]=[C:8]([C:13]1[N:14]([C:24]3[CH:29]=[CH:28][CH:27]=[CH:26][CH:25]=3)[C:15]([C:18]3[CH:23]=[CH:22][CH:21]=[CH:20][CH:19]=3)=[CH:16][CH:17]=1)[CH:7]=[CH:6]2.Cl.N1C=CC=CC=1. No catalyst specified. The product is [C:24]1([N:14]2[C:15]([C:18]3[CH:19]=[CH:20][CH:21]=[CH:22][CH:23]=3)=[CH:16][CH:17]=[C:13]2[C:8]2[CH:9]=[C:10]3[C:5](=[CH:6][CH:7]=2)[CH:4]=[C:3]([OH:2])[CH:12]=[CH:11]3)[CH:25]=[CH:26][CH:27]=[CH:28][CH:29]=1. The yield is 0.830. (3) The reactants are [C:1]([N:5]([CH3:16])[S:6]([C:9]1[CH:10]=[N:11][C:12](Cl)=[CH:13][CH:14]=1)(=[O:8])=[O:7])([CH3:4])([CH3:3])[CH3:2].O.[NH2:18][NH2:19]. No catalyst specified. The product is [C:1]([N:5]([CH3:16])[S:6]([C:9]1[CH:10]=[N:11][C:12]([NH:18][NH2:19])=[CH:13][CH:14]=1)(=[O:8])=[O:7])([CH3:4])([CH3:3])[CH3:2]. The yield is 0.840. (4) The reactants are [CH:1]1([C:4]2[C:9](=[O:10])[NH:8][C:7](=[O:11])[NH:6][C:5]=2[C:12]([C:14]2[CH:15]=[C:16]([CH:19]=[C:20]([CH3:22])[CH:21]=2)[C:17]#[N:18])=[O:13])[CH2:3][CH2:2]1.C(=O)([O-])[O-].[K+].[K+].Br[CH2:30][C:31]1[CH:36]=[C:35]([F:37])[N:34]=[C:33]([F:38])[CH:32]=1.[I-].[Li+]. The catalyst is CN(C=O)C.C(OCC)(=O)C. The product is [CH:1]1([C:4]2[C:9](=[O:10])[NH:8][C:7](=[O:11])[N:6]([CH2:30][C:31]3[CH:36]=[C:35]([F:37])[N:34]=[C:33]([F:38])[CH:32]=3)[C:5]=2[C:12]([C:14]2[CH:15]=[C:16]([CH:19]=[C:20]([CH3:22])[CH:21]=2)[C:17]#[N:18])=[O:13])[CH2:3][CH2:2]1. The yield is 0.0900. (5) The reactants are Br[C:2]1[CH:3]=[C:4]2[C:8](=[CH:9][CH:10]=1)[N:7]([CH2:11][O:12][CH2:13][CH2:14][Si:15]([CH3:18])([CH3:17])[CH3:16])[N:6]=[C:5]2[CH:19]=[O:20].[B:21]1([B:21]2[O:25][C:24]([CH3:27])([CH3:26])[C:23]([CH3:29])([CH3:28])[O:22]2)[O:25][C:24]([CH3:27])([CH3:26])[C:23]([CH3:29])([CH3:28])[O:22]1.CC([O-])=O.[K+]. The catalyst is CN(C=O)C.C1C=CC(P(C2C=CC=CC=2)[C-]2C=CC=C2)=CC=1.C1C=CC(P(C2C=CC=CC=2)[C-]2C=CC=C2)=CC=1.Cl[Pd]Cl.[Fe+2]. The product is [CH3:28][C:23]1([CH3:29])[C:24]([CH3:27])([CH3:26])[O:25][B:21]([C:2]2[CH:3]=[C:4]3[C:8](=[CH:9][CH:10]=2)[N:7]([CH2:11][O:12][CH2:13][CH2:14][Si:15]([CH3:18])([CH3:17])[CH3:16])[N:6]=[C:5]3[CH:19]=[O:20])[O:22]1. The yield is 0.710. (6) The reactants are [C:1]1([N:7]2[C:17]3[C:12](=[CH:13][CH:14]=[CH:15][CH:16]=3)[C:10](=O)[C:8]2=[O:9])[CH:6]=[CH:5][CH:4]=[CH:3][CH:2]=1.[NH2:18][C:19]1[CH:20]=[C:21]2[C:25](=[CH:26][CH:27]=1)[NH:24][CH:23]=[CH:22]2. No catalyst specified. The product is [NH:24]1[C:25]2[C:21](=[CH:20][C:19]([N:18]=[C:10]3[C:12]4[C:17](=[CH:16][CH:15]=[CH:14][CH:13]=4)[N:7]([C:1]4[CH:6]=[CH:5][CH:4]=[CH:3][CH:2]=4)[C:8]3=[O:9])=[CH:27][CH:26]=2)[CH:22]=[CH:23]1. The yield is 0.140. (7) The reactants are [CH2:1]([O:8][C:9]1[CH:10]=[C:11]2[C:15](=[CH:16][C:17]=1[O:18][CH3:19])[NH:14][CH:13]=[CH:12]2)[C:2]1[CH:7]=[CH:6][CH:5]=[CH:4][CH:3]=1.[H-].[Na+].[C:22]1([S:28](Cl)(=[O:30])=[O:29])[CH:27]=[CH:26][CH:25]=[CH:24][CH:23]=1.CCOC(C)=O. The catalyst is CN(C=O)C. The product is [C:22]1([S:28]([N:14]2[C:15]3[C:11](=[CH:10][C:9]([O:8][CH2:1][C:2]4[CH:3]=[CH:4][CH:5]=[CH:6][CH:7]=4)=[C:17]([O:18][CH3:19])[CH:16]=3)[CH:12]=[CH:13]2)(=[O:30])=[O:29])[CH:27]=[CH:26][CH:25]=[CH:24][CH:23]=1. The yield is 0.900.